Dataset: Full USPTO retrosynthesis dataset with 1.9M reactions from patents (1976-2016). Task: Predict the reactants needed to synthesize the given product. (1) Given the product [F:1][C:2]1[CH:7]=[CH:6][CH:5]=[CH:4][C:3]=1[CH2:8][O:9][C:10]1[CH:15]=[CH:14][C:13]([C@@H:16]2[NH:20][C@:19]([CH2:31][O:32][CH3:33])([C:34]([NH:36][CH3:37])=[O:35])[CH2:18][CH2:17]2)=[CH:12][CH:11]=1, predict the reactants needed to synthesize it. The reactants are: [F:1][C:2]1[CH:7]=[CH:6][CH:5]=[CH:4][C:3]=1[CH2:8][O:9][C:10]1[CH:15]=[CH:14][C:13]([C@@H:16]2[N:20](C(OCC3C=CC=CC=3)=O)[C@@:19]([C:34]([NH:36][CH3:37])=[O:35])([CH2:31][O:32][CH3:33])[CH2:18][CH2:17]2)=[CH:12][CH:11]=1. (2) Given the product [CH3:34][C:24]1[CH:29]=[CH:28][C:27]([S:30]([NH:1][C:2]2[CH:7]=[CH:6][CH:5]=[CH:4][C:3]=2[NH:8][C:9]([NH:11][C:12]2[CH:17]=[CH:16][CH:15]=[CH:14][CH:13]=2)=[O:10])(=[O:32])=[O:31])=[CH:26][CH:25]=1, predict the reactants needed to synthesize it. The reactants are: [NH2:1][C:2]1[CH:7]=[CH:6][CH:5]=[CH:4][C:3]=1[NH:8][C:9]([NH:11][C:12]1[CH:17]=[CH:16][CH:15]=[CH:14][CH:13]=1)=[O:10].N1C=CC=CC=1.[C:24]1([CH3:34])[CH:29]=[CH:28][C:27]([S:30](Cl)(=[O:32])=[O:31])=[CH:26][CH:25]=1.